This data is from Catalyst prediction with 721,799 reactions and 888 catalyst types from USPTO. The task is: Predict which catalyst facilitates the given reaction. Reactant: [NH2:1][C:2]1[CH:3]=[CH:4][C:5](Br)=[C:6]2[C:10]=1[C:9](=[O:11])[NH:8][CH2:7]2.C([Sn](CCCC)(CCCC)[C:18]1[O:19][CH:20]=[CH:21][CH:22]=1)CCC. Product: [NH2:1][C:2]1[CH:3]=[CH:4][C:5]([C:18]2[O:19][CH:20]=[CH:21][CH:22]=2)=[C:6]2[C:10]=1[C:9](=[O:11])[NH:8][CH2:7]2. The catalyst class is: 516.